Dataset: Reaction yield outcomes from USPTO patents with 853,638 reactions. Task: Predict the reaction yield, written as a fraction of the theoretical maximum amount of product (1.0 means a 100% yield; for example, 0.34 means a 34% yield). The reactants are [CH3:1][C:2]1[CH:7]=[C:6]([C:8]2[CH:13]=[CH:12][CH:11]=[CH:10][CH:9]=2)[C:5]([O:14]C)=[C:4]([C:16]2[CH:21]=[CH:20][CH:19]=[CH:18][CH:17]=2)[CH:3]=1.O.C(OCC)C. The catalyst is C(Cl)Cl. The product is [CH3:1][C:2]1[CH:3]=[C:4]([C:16]2[CH:21]=[CH:20][CH:19]=[CH:18][CH:17]=2)[C:5]([OH:14])=[C:6]([C:8]2[CH:13]=[CH:12][CH:11]=[CH:10][CH:9]=2)[CH:7]=1. The yield is 0.890.